This data is from Forward reaction prediction with 1.9M reactions from USPTO patents (1976-2016). The task is: Predict the product of the given reaction. (1) Given the reactants [S:1]1[C:5]([CH2:6][CH:7]2[CH2:12][CH2:11][CH2:10][CH2:9][NH:8]2)=[CH:4][C:3]2[CH:13]=[CH:14][CH:15]=[CH:16][C:2]1=2.[F:17][C:18]1[CH:23]=[CH:22][C:21]([C:24]2[S:28][C:27]([CH3:29])=[N:26][C:25]=2[C:30](O)=[O:31])=[CH:20][CH:19]=1, predict the reaction product. The product is: [S:1]1[C:5]([CH2:6][CH:7]2[CH2:12][CH2:11][CH2:10][CH2:9][N:8]2[C:30]([C:25]2[N:26]=[C:27]([CH3:29])[S:28][C:24]=2[C:21]2[CH:22]=[CH:23][C:18]([F:17])=[CH:19][CH:20]=2)=[O:31])=[CH:4][C:3]2[CH:13]=[CH:14][CH:15]=[CH:16][C:2]1=2. (2) Given the reactants Br[C:2]1[CH:3]=[C:4]2[C:9](=[CH:10][CH:11]=1)[C:8](=[O:12])[N:7]([CH2:13][CH:14]([CH3:16])[CH3:15])[C:6]([CH2:17][NH:18][C:19](=[O:25])[O:20][C:21]([CH3:24])([CH3:23])[CH3:22])=[C:5]2[O:26][CH2:27][CH2:28][CH2:29][CH3:30].C([Sn](CCCC)(CCCC)[C:36]1[S:37][CH:38]=[CH:39][CH:40]=1)CCC.O, predict the reaction product. The product is: [CH2:27]([O:26][C:5]1[C:4]2[C:9](=[CH:10][CH:11]=[C:2]([C:36]3[S:37][CH:38]=[CH:39][CH:40]=3)[CH:3]=2)[C:8](=[O:12])[N:7]([CH2:13][CH:14]([CH3:16])[CH3:15])[C:6]=1[CH2:17][NH:18][C:19](=[O:25])[O:20][C:21]([CH3:22])([CH3:23])[CH3:24])[CH2:28][CH2:29][CH3:30]. (3) The product is: [C:11]([O:10][C:8]([N:6]1[CH2:5][CH2:4][NH:3][C@@H:2]([CH3:1])[CH2:7]1)=[O:9])([CH3:14])([CH3:13])[CH3:12]. Given the reactants [CH3:1][C@H:2]1[CH2:7][NH:6][CH2:5][CH2:4][NH:3]1.[C:8](O[C:8]([O:10][C:11]([CH3:14])([CH3:13])[CH3:12])=[O:9])([O:10][C:11]([CH3:14])([CH3:13])[CH3:12])=[O:9], predict the reaction product. (4) Given the reactants [I-:1].[Na+].CC1C=CC(S(O[CH2:14][CH2:15][CH2:16][C:17]2[C:25]3[C:20](=[CH:21][CH:22]=[CH:23][CH:24]=3)[NH:19][CH:18]=2)(=O)=O)=CC=1, predict the reaction product. The product is: [I:1][CH2:14][CH2:15][CH2:16][C:17]1[C:25]2[C:20](=[CH:21][CH:22]=[CH:23][CH:24]=2)[NH:19][CH:18]=1. (5) Given the reactants F[C:2]1[CH:9]=[CH:8][C:7]([C:10]2[N:15]=[C:14]([NH:16][C:17]3[CH:22]=[CH:21][C:20]([N:23]4[CH2:28][CH2:27][N:26]([CH:29]5[CH2:32][O:31][CH2:30]5)[CH2:25][CH2:24]4)=[CH:19][CH:18]=3)[N:13]=[CH:12][N:11]=2)=[CH:6][C:3]=1[C:4]#[N:5].[OH:33][CH:34]1[CH2:39][N:38]([CH3:40])[C:37](=[O:41])[CH2:36][CH2:35]1, predict the reaction product. The product is: [CH3:40][N:38]1[C:37](=[O:41])[CH2:36][CH2:35][CH:34]([O:33][C:2]2[CH:9]=[CH:8][C:7]([C:10]3[N:15]=[C:14]([NH:16][C:17]4[CH:22]=[CH:21][C:20]([N:23]5[CH2:28][CH2:27][N:26]([CH:29]6[CH2:32][O:31][CH2:30]6)[CH2:25][CH2:24]5)=[CH:19][CH:18]=4)[N:13]=[CH:12][N:11]=3)=[CH:6][C:3]=2[C:4]#[N:5])[CH2:39]1. (6) Given the reactants [Cl:1][C:2]1[CH:20]=[CH:19][C:5]([CH2:6][N:7]2[C:15]3[C:10](=[CH:11][CH:12]=[CH:13][CH:14]=3)[C:9]([C:16]([OH:18])=[O:17])=[N:8]2)=[C:4]([CH3:21])[CH:3]=1.OS(O)(=O)=O.[CH2:27](O)[CH3:28], predict the reaction product. The product is: [Cl:1][C:2]1[CH:20]=[CH:19][C:5]([CH2:6][N:7]2[C:15]3[C:10](=[CH:11][CH:12]=[CH:13][CH:14]=3)[C:9]([C:16]([O:18][CH2:27][CH3:28])=[O:17])=[N:8]2)=[C:4]([CH3:21])[CH:3]=1. (7) The product is: [CH3:24][O:23][N:22]([CH3:21])[C:15](=[O:16])[C:14]1[CH:18]=[CH:19][C:11]([N+:8]([O-:10])=[O:9])=[CH:12][CH:13]=1. Given the reactants C(N(CC)CC)C.[N+:8]([C:11]1[CH:19]=[CH:18][C:14]([C:15](O)=[O:16])=[CH:13][CH:12]=1)([O-:10])=[O:9].Cl.[CH3:21][NH:22][O:23][CH3:24].CCN=C=NCCCN(C)C, predict the reaction product. (8) Given the reactants [Cl:1][C:2]1[N:3]=[C:4]([N:13]2[CH2:18][CH2:17][O:16][CH2:15][CH2:14]2)[C:5]2[S:10][C:9]([CH:11]=O)=[CH:8][C:6]=2[N:7]=1.[CH3:19][N:20]1[CH2:28][CH2:27][C:23]2([CH2:26][NH:25][CH2:24]2)[CH2:22][CH2:21]1.C(O[BH-](OC(=O)C)OC(=O)C)(=O)C.[Na+].O, predict the reaction product. The product is: [Cl:1][C:2]1[N:3]=[C:4]([N:13]2[CH2:18][CH2:17][O:16][CH2:15][CH2:14]2)[C:5]2[S:10][C:9]([CH2:11][N:25]3[CH2:26][C:23]4([CH2:27][CH2:28][N:20]([CH3:19])[CH2:21][CH2:22]4)[CH2:24]3)=[CH:8][C:6]=2[N:7]=1.